From a dataset of Full USPTO retrosynthesis dataset with 1.9M reactions from patents (1976-2016). Predict the reactants needed to synthesize the given product. (1) The reactants are: [Br:1][C:2]1[CH:3]=[C:4]([S:12](Cl)(=[O:14])=[O:13])[C:5]2[CH:6]=[CH:7][N:8]=[CH:9][C:10]=2[CH:11]=1.[CH2:16]([C:23]1[CH:53]=[C:52]([Cl:54])[CH:51]=[CH:50][C:24]=1[O:25][CH2:26][CH2:27][CH2:28][N:29]([CH:33]([C:42]1[CH:47]=[CH:46][C:45]([O:48][CH3:49])=[CH:44][CH:43]=1)[C:34]1[CH:39]=[CH:38][C:37]([O:40][CH3:41])=[CH:36][CH:35]=1)[CH2:30][CH2:31][NH2:32])[C:17]1[CH:22]=[CH:21][CH:20]=[CH:19][CH:18]=1. Given the product [CH2:16]([C:23]1[CH:53]=[C:52]([Cl:54])[CH:51]=[CH:50][C:24]=1[O:25][CH2:26][CH2:27][CH2:28][N:29]([CH:33]([C:42]1[CH:43]=[CH:44][C:45]([O:48][CH3:49])=[CH:46][CH:47]=1)[C:34]1[CH:39]=[CH:38][C:37]([O:40][CH3:41])=[CH:36][CH:35]=1)[CH2:30][CH2:31][NH:32][S:12]([C:4]1[C:5]2[CH:6]=[CH:7][N:8]=[CH:9][C:10]=2[CH:11]=[C:2]([Br:1])[CH:3]=1)(=[O:14])=[O:13])[C:17]1[CH:22]=[CH:21][CH:20]=[CH:19][CH:18]=1, predict the reactants needed to synthesize it. (2) Given the product [CH2:1]([O:3][C:4]([C:6]1[C:15](=[O:16])[C:14]2[C:9](=[CH:10][N:11]=[C:12]([CH2:17][N:18]3[CH2:19][CH2:20][O:21][CH2:22][CH2:23]3)[CH:13]=2)[N:8]([CH3:25])[CH:7]=1)=[O:5])[CH3:2], predict the reactants needed to synthesize it. The reactants are: [CH2:1]([O:3][C:4]([C:6]1[C:15](=[O:16])[C:14]2[C:9](=[C:10](Cl)[N:11]=[C:12]([CH2:17][N:18]3[CH2:23][CH2:22][O:21][CH2:20][CH2:19]3)[CH:13]=2)[N:8]([CH3:25])[CH:7]=1)=[O:5])[CH3:2].C([O-])(=O)C.[K+]. (3) Given the product [CH3:27][C@@H:12]1[CH2:13][N:14]([C:17]2[C:22]([C:23]([F:25])([F:26])[F:24])=[CH:21][CH:20]=[CH:19][N:18]=2)[CH2:15][CH2:16][N:11]1[C:9]1[NH:8][C:7]2[C:2]([C:35]3[CH:34]=[C:33]([F:32])[C:38]([F:39])=[C:37]([F:40])[CH:36]=3)=[CH:3][C:4]([C:28]([F:31])([F:30])[F:29])=[CH:5][C:6]=2[N:10]=1, predict the reactants needed to synthesize it. The reactants are: Br[C:2]1[C:7]2[NH:8][C:9]([N:11]3[CH2:16][CH2:15][N:14]([C:17]4[C:22]([C:23]([F:26])([F:25])[F:24])=[CH:21][CH:20]=[CH:19][N:18]=4)[CH2:13][C@H:12]3[CH3:27])=[N:10][C:6]=2[CH:5]=[C:4]([C:28]([F:31])([F:30])[F:29])[CH:3]=1.[F:32][C:33]1[CH:34]=[C:35](B(O)O)[CH:36]=[C:37]([F:40])[C:38]=1[F:39]. (4) Given the product [CH2:27]([O:26][C:24]([N:18]1[CH2:19][C:20]([F:23])([F:22])[CH2:21][C@H:17]1[C:13]#[N:12])=[O:25])[C:28]1[CH:33]=[CH:32][CH:31]=[CH:30][CH:29]=1, predict the reactants needed to synthesize it. The reactants are: C(OC1C(C(OC)=O)=[N:12][C:13]([C@@H:17]2[CH2:21][C:20]([F:23])([F:22])[CH2:19][N:18]2[C:24]([O:26][CH2:27][C:28]2[CH:33]=[CH:32][CH:31]=[CH:30][CH:29]=2)=[O:25])=NC=1O)(=O)C1C=CC=CC=1.[H-].[Li+].S(OC)(OC)(=O)=O.C(O)(=O)C.